This data is from Full USPTO retrosynthesis dataset with 1.9M reactions from patents (1976-2016). The task is: Predict the reactants needed to synthesize the given product. (1) Given the product [Cl:1][C:2]1[C:6]([C:7](=[O:8])[CH:24]([C:22]2[N:23]=[C:19]([C:13]3([CH3:12])[CH2:18][CH2:17][CH2:16][CH2:15][CH2:14]3)[S:20][CH:21]=2)[P:25]([O:29][CH2:30][CH3:31])([O:26][CH2:27][CH3:28])=[O:32])=[C:5]([Cl:10])[N:4]([CH3:11])[N:3]=1, predict the reactants needed to synthesize it. The reactants are: [Cl:1][C:2]1[C:6]([C:7](Cl)=[O:8])=[C:5]([Cl:10])[N:4]([CH3:11])[N:3]=1.[CH3:12][C:13]1([C:19]2[S:20][CH:21]=[C:22]([CH2:24][P:25](=[O:32])([O:29][CH2:30][CH3:31])[O:26][CH2:27][CH3:28])[N:23]=2)[CH2:18][CH2:17][CH2:16][CH2:15][CH2:14]1.CC(C)([O-])C.[K+].O. (2) Given the product [CH3:21][O:20][C:3]1[C:2]([O:1][CH2:29][C:30]2[CH:31]=[CH:32][C:33]([S:36]([CH3:39])(=[O:38])=[O:37])=[CH:34][CH:35]=2)=[C:7]([O:8][CH3:9])[CH:6]=[CH:5][C:4]=1[C:10]1[CH:11]=[C:12]2[C:16](=[CH:17][CH:18]=1)[C:15](=[O:19])[O:14][CH2:13]2, predict the reactants needed to synthesize it. The reactants are: [OH:1][C:2]1[C:3]([O:20][CH3:21])=[C:4]([C:10]2[CH:11]=[C:12]3[C:16](=[CH:17][CH:18]=2)[C:15](=[O:19])[O:14][CH2:13]3)[CH:5]=[CH:6][C:7]=1[O:8][CH3:9].C(=O)([O-])[O-].[K+].[K+].Br[CH2:29][C:30]1[CH:35]=[CH:34][C:33]([S:36]([CH3:39])(=[O:38])=[O:37])=[CH:32][CH:31]=1.